This data is from KCNQ2 potassium channel screen with 302,405 compounds. The task is: Binary Classification. Given a drug SMILES string, predict its activity (active/inactive) in a high-throughput screening assay against a specified biological target. (1) The result is 0 (inactive). The compound is O=c1n(CCCC)c(N)c(N(CC)C(=O)c2ccc(cc2)C)c(=O)[nH]1. (2) The molecule is O=C1N(c2c(cc(cc2)C)C)C(=O)C(/c2c1cccc2)=C\Nc1noc(c1)C. The result is 0 (inactive). (3) The molecule is Clc1cc(Nc2nc(NCCO)c3c(n2)cccc3)ccc1Cl. The result is 0 (inactive).